This data is from Full USPTO retrosynthesis dataset with 1.9M reactions from patents (1976-2016). The task is: Predict the reactants needed to synthesize the given product. The reactants are: [OH:1][CH:2]1[CH2:5][N:4]([CH:6]2[CH2:11][CH2:10][N:9]([C:12]([O:14][C:15]([CH3:18])([CH3:17])[CH3:16])=[O:13])[CH2:8][CH2:7]2)[CH2:3]1.[CH3:19][S:20](Cl)(=[O:22])=[O:21]. Given the product [CH3:19][S:20]([O:1][CH:2]1[CH2:3][N:4]([CH:6]2[CH2:7][CH2:8][N:9]([C:12]([O:14][C:15]([CH3:18])([CH3:17])[CH3:16])=[O:13])[CH2:10][CH2:11]2)[CH2:5]1)(=[O:22])=[O:21], predict the reactants needed to synthesize it.